This data is from Reaction yield outcomes from USPTO patents with 853,638 reactions. The task is: Predict the reaction yield, written as a fraction of the theoretical maximum amount of product (1.0 means a 100% yield; for example, 0.34 means a 34% yield). The catalyst is [C-]#N.[C-]#N.[Zn+2].C1C=CC([P]([Pd]([P](C2C=CC=CC=2)(C2C=CC=CC=2)C2C=CC=CC=2)([P](C2C=CC=CC=2)(C2C=CC=CC=2)C2C=CC=CC=2)[P](C2C=CC=CC=2)(C2C=CC=CC=2)C2C=CC=CC=2)(C2C=CC=CC=2)C2C=CC=CC=2)=CC=1. The yield is 0.900. The product is [C:25]([C:7]1[CH:8]=[C:9]2[C:14](=[CH:15][CH:16]=1)[CH:13]1[CH:17]([C:18]([O:20][CH2:21][CH3:22])=[O:19])[CH:12]1[CH2:11][CH2:10]2)#[N:26]. The reactants are FC(F)(F)S(O[C:7]1[CH:8]=[C:9]2[C:14](=[CH:15][CH:16]=1)[CH:13]1[CH:17]([C:18]([O:20][CH2:21][CH3:22])=[O:19])[CH:12]1[CH2:11][CH2:10]2)(=O)=O.[CH3:25][N:26](C=O)C.